From a dataset of CYP2D6 inhibition data for predicting drug metabolism from PubChem BioAssay. Regression/Classification. Given a drug SMILES string, predict its absorption, distribution, metabolism, or excretion properties. Task type varies by dataset: regression for continuous measurements (e.g., permeability, clearance, half-life) or binary classification for categorical outcomes (e.g., BBB penetration, CYP inhibition). Dataset: cyp2d6_veith. The compound is NC1=NC2(CCCCCC2)n2c(nc3ccccc32)N1. The result is 1 (inhibitor).